Dataset: Forward reaction prediction with 1.9M reactions from USPTO patents (1976-2016). Task: Predict the product of the given reaction. (1) Given the reactants [Cl:1][C:2]1[CH:3]=[C:4]([CH:24]=[C:25]([O:28][CH3:29])[C:26]=1[OH:27])/[CH:5]=[C:6]1/[C:7](=[O:23])[N:8]2[C:13]([C:14]3[CH:15]=[C:16]([CH:20]=[CH:21][CH:22]=3)[C:17]([OH:19])=O)=[CH:12][N:11]=[C:9]2[S:10]/1.Cl.[F:31][CH2:32][CH2:33][NH:34][CH3:35], predict the reaction product. The product is: [Cl:1][C:2]1[CH:3]=[C:4](/[CH:5]=[C:6]2/[C:7](=[O:23])[N:11]3[CH:12]=[C:13]([C:14]4[CH:15]=[C:16]([CH:20]=[CH:21][CH:22]=4)[C:17]([N:34]([CH2:33][CH2:32][F:31])[CH3:35])=[O:19])[N:8]=[C:9]3[S:10]/2)[CH:24]=[C:25]([O:28][CH3:29])[C:26]=1[OH:27]. (2) The product is: [C:1]([O:5][C:6](=[O:16])[NH:7][C:8]1[CH:13]=[CH:12][C:11]([F:14])=[CH:10][C:9]=1[NH:15][C:22](=[O:21])[CH2:23][C:24](=[O:37])[C:25]1[CH:30]=[CH:29][CH:28]=[C:27]([C:31]2[CH:32]=[N:33][CH:34]=[CH:35][CH:36]=2)[CH:26]=1)([CH3:4])([CH3:2])[CH3:3]. Given the reactants [C:1]([O:5][C:6](=[O:16])[NH:7][C:8]1[CH:13]=[CH:12][C:11]([F:14])=[CH:10][C:9]=1[NH2:15])([CH3:4])([CH3:3])[CH3:2].C([O:21][C:22](=O)[CH2:23][C:24](=[O:37])[C:25]1[CH:30]=[CH:29][CH:28]=[C:27]([C:31]2[CH:32]=[N:33][CH:34]=[CH:35][CH:36]=2)[CH:26]=1)(C)(C)C, predict the reaction product. (3) Given the reactants [Cl:1][C:2]1[CH:3]=[C:4]2[C:9](=[O:10])[N:8]([CH2:11][CH:12]([CH3:14])[CH3:13])[C:6](=[O:7])[C:5]2=[CH:15][C:16]=1[Cl:17], predict the reaction product. The product is: [Cl:1][C:2]1[CH:3]=[C:4]2[C:5](=[CH:15][C:16]=1[Cl:17])[C:6](=[O:7])[N:8]([CH2:11][CH:12]([CH3:13])[CH3:14])[CH:9]2[OH:10]. (4) The product is: [CH3:14][O:13][N:12]([CH3:11])[C:7](=[O:9])[CH2:8][CH:2]([CH3:1])[CH2:3][C:4]([OH:6])=[O:5]. Given the reactants [CH3:1][CH:2]1[CH2:8][C:7](=[O:9])[O:6][C:4](=[O:5])[CH2:3]1.Cl.[CH3:11][NH:12][O:13][CH3:14].N1C=CC=CC=1, predict the reaction product. (5) Given the reactants F[C:2]1[CH:7]=[CH:6][C:5]([C:8]2[C:9]([NH2:37])=[N:10][CH:11]=[N:12][C:13]=2[N:14]2[CH2:19][CH2:18][CH:17]([C:20]3[N:21]([CH3:36])[CH:22]=[C:23]([C:25]4[CH:30]=[CH:29][C:28]([F:31])=[C:27]([C:32]([F:35])([F:34])[F:33])[CH:26]=4)[N:24]=3)[CH2:16][CH2:15]2)=[CH:4][CH:3]=1.[C:38](C1C=C(B(O)O)C=CC=1)#[N:39], predict the reaction product. The product is: [NH2:37][C:9]1[C:8]([C:5]2[CH:6]=[C:7]([CH:2]=[CH:3][CH:4]=2)[C:38]#[N:39])=[C:13]([N:14]2[CH2:19][CH2:18][CH:17]([C:20]3[N:21]([CH3:36])[CH:22]=[C:23]([C:25]4[CH:30]=[CH:29][C:28]([F:31])=[C:27]([C:32]([F:33])([F:35])[F:34])[CH:26]=4)[N:24]=3)[CH2:16][CH2:15]2)[N:12]=[CH:11][N:10]=1. (6) Given the reactants [CH3:1][N:2]1[CH2:15][CH2:14][C:5]2[NH:6][C:7]3[CH:8]=[CH:9][C:10]([CH3:13])=[CH:11][C:12]=3[C:4]=2[CH2:3]1.Br[C:17]1[CH:22]=[CH:21][CH:20]=[CH:19][C:18]=1[N:23]([CH3:25])[CH3:24].[O-]P([O-])([O-])=O.[K+].[K+].[K+].N1CCC[C@H]1C(O)=O, predict the reaction product. The product is: [CH3:1][N:2]1[CH2:15][CH2:14][C:5]2[N:6]([C:17]3[CH:22]=[CH:21][CH:20]=[CH:19][C:18]=3[N:23]([CH3:25])[CH3:24])[C:7]3[CH:8]=[CH:9][C:10]([CH3:13])=[CH:11][C:12]=3[C:4]=2[CH2:3]1.